From a dataset of Full USPTO retrosynthesis dataset with 1.9M reactions from patents (1976-2016). Predict the reactants needed to synthesize the given product. Given the product [Si:1]([O:8][CH2:9][C:10]1[CH:11]=[C:12]([CH2:25][CH2:26][C:27]2[CH:28]=[C:29](/[C:33](/[CH2:37][CH3:38])=[CH:34]/[CH:35]=[C:58]([Br:60])[Br:59])[CH:30]=[CH:31][CH:32]=2)[CH:13]=[CH:14][C:15]=1[CH2:16][O:17][Si:18]([C:21]([CH3:24])([CH3:22])[CH3:23])([CH3:19])[CH3:20])([C:4]([CH3:6])([CH3:5])[CH3:7])([CH3:2])[CH3:3], predict the reactants needed to synthesize it. The reactants are: [Si:1]([O:8][CH2:9][C:10]1[CH:11]=[C:12]([CH2:25][CH2:26][C:27]2[CH:28]=[C:29](/[C:33](/[CH2:37][CH3:38])=[CH:34]/[CH:35]=O)[CH:30]=[CH:31][CH:32]=2)[CH:13]=[CH:14][C:15]=1[CH2:16][O:17][Si:18]([C:21]([CH3:24])([CH3:23])[CH3:22])([CH3:20])[CH3:19])([C:4]([CH3:7])([CH3:6])[CH3:5])([CH3:3])[CH3:2].C1(P(C2C=CC=CC=2)C2C=CC=CC=2)C=CC=CC=1.[C:58](Br)(Br)([Br:60])[Br:59].